This data is from Catalyst prediction with 721,799 reactions and 888 catalyst types from USPTO. The task is: Predict which catalyst facilitates the given reaction. (1) Reactant: [CH2:1]([NH:5][CH2:6][CH:7]([CH3:9])[CH3:8])[CH:2]([CH3:4])[CH3:3].Br[CH2:11][CH2:12][CH2:13][Cl:14].C(=O)([O-])[O-].[K+].[K+]. Product: [Cl:14][CH2:13][CH2:12][CH2:11][N:5]([CH2:6][CH:7]([CH3:9])[CH3:8])[CH2:1][CH:2]([CH3:4])[CH3:3]. The catalyst class is: 10. (2) Reactant: [Cl:1][C:2]1[CH:11]=[CH:10][CH:9]=[CH:8][C:3]=1[C:4](Cl)=[N:5][OH:6].[CH3:12][O:13][C:14](=[O:19])[CH2:15][C:16]([CH3:18])=O.C[O-].[Na+]. Product: [CH3:12][O:13][C:14]([C:15]1[C:4]([C:3]2[CH:8]=[CH:9][CH:10]=[CH:11][C:2]=2[Cl:1])=[N:5][O:6][C:16]=1[CH3:18])=[O:19]. The catalyst class is: 5. (3) Reactant: N1C=CN=C1.C(N(CC)CC)C.[CH:13](O)=[O:14].C(Cl)(=O)C(Cl)=O.[O:22]=[C:23]1[NH:28][C:27]([CH2:29][C:30]2[CH:34]=[CH:33][S:32][CH:31]=2)=[N:26][C:25]([N:35]2[CH2:40][CH2:39][NH:38][CH2:37][CH2:36]2)=[C:24]1[C:41]#[N:42]. Product: [CH:13]([N:38]1[CH2:37][CH2:36][N:35]([C:25]2[N:26]=[C:27]([CH2:29][C:30]3[CH:34]=[CH:33][S:32][CH:31]=3)[NH:28][C:23](=[O:22])[C:24]=2[C:41]#[N:42])[CH2:40][CH2:39]1)=[O:14]. The catalyst class is: 4. (4) Product: [C:9]([C:17]1[CH:22]=[CH:21][C:20]([C:2]2[CH:7]=[CH:6][C:5]([Br:8])=[CH:4][N:3]=2)=[CH:19][CH:18]=1)(=[O:16])[C:10]1[CH:15]=[CH:14][CH:13]=[CH:12][CH:11]=1. The catalyst class is: 206. Reactant: Br[C:2]1[CH:7]=[CH:6][C:5]([Br:8])=[CH:4][N:3]=1.[C:9]([C:17]1[CH:22]=[CH:21][C:20](B(O)O)=[CH:19][CH:18]=1)(=[O:16])[C:10]1[CH:15]=[CH:14][CH:13]=[CH:12][CH:11]=1.C(=O)([O-])[O-].[Na+].[Na+].